Dataset: Reaction yield outcomes from USPTO patents with 853,638 reactions. Task: Predict the reaction yield, written as a fraction of the theoretical maximum amount of product (1.0 means a 100% yield; for example, 0.34 means a 34% yield). (1) The reactants are [CH2:1]([N:8]1[CH2:14][C@@H:13]2[C@H:9]1[CH2:10][CH2:11][NH:12]2)[C:2]1[CH:7]=[CH:6][CH:5]=[CH:4][CH:3]=1.Br[C:16]1[CH:17]=[N:18][CH:19]=[CH:20][CH:21]=1.CC(C)([O-])C.[Na+]. No catalyst specified. The product is [CH2:1]([N:8]1[CH2:14][C@@H:13]2[C@H:9]1[CH2:10][CH2:11][N:12]2[C:16]1[CH:17]=[N:18][CH:19]=[CH:20][CH:21]=1)[C:2]1[CH:3]=[CH:4][CH:5]=[CH:6][CH:7]=1. The yield is 0.980. (2) The reactants are [Br:1]Br.CO[C:5]1[CH:6]=[C:7]([C:15](=[O:17])[CH3:16])[CH:8]=[C:9](OC)[C:10]=1OC.C1(C2SC=C(C(C3C=C(OC)C(OC)=C(OC)C=3)=O)N=2)C=CC=CC=1.O. The catalyst is C(O)C. The product is [Br:1][CH2:16][C:15]([C:7]1[CH:8]=[CH:9][CH:10]=[CH:5][CH:6]=1)=[O:17]. The yield is 0.700. (3) The reactants are Cl[C:2]1[C:3]([C:18]2[CH:23]=[CH:22][CH:21]=[CH:20][CH:19]=2)=[N:4][C:5]2[CH:6]=[CH:7][C:8]([O:16][CH3:17])=[C:9]([C:12]([O:14][CH3:15])=[O:13])[C:10]=2[N:11]=1.C([Sn](CCCC)(CCCC)[C:29]1[S:30][CH:31]=[CH:32][N:33]=1)CCC. The catalyst is O1CCOCC1.C1C=CC([P]([Pd]([P](C2C=CC=CC=2)(C2C=CC=CC=2)C2C=CC=CC=2)([P](C2C=CC=CC=2)(C2C=CC=CC=2)C2C=CC=CC=2)[P](C2C=CC=CC=2)(C2C=CC=CC=2)C2C=CC=CC=2)(C2C=CC=CC=2)C2C=CC=CC=2)=CC=1. The product is [CH3:17][O:16][C:8]1[CH:7]=[CH:6][C:5]2[N:4]=[C:3]([C:18]3[CH:23]=[CH:22][CH:21]=[CH:20][CH:19]=3)[C:2]([C:29]3[S:30][CH:31]=[CH:32][N:33]=3)=[N:11][C:10]=2[C:9]=1[C:12]([O:14][CH3:15])=[O:13]. The yield is 0.780. (4) The reactants are [CH3:1][O:2][CH:3]([C:9]1[CH:18]=[CH:17][CH:16]=[C:15]2[C:10]=1[CH:11]=[CH:12][CH:13]=[N:14]2)[C:4](OCC)=[O:5].O.[NH2:20][NH2:21]. The catalyst is C(O)C. The product is [CH3:1][O:2][CH:3]([C:9]1[CH:18]=[CH:17][CH:16]=[C:15]2[C:10]=1[CH:11]=[CH:12][CH:13]=[N:14]2)[C:4]([NH:20][NH2:21])=[O:5]. The yield is 0.770. (5) The reactants are [Cl:1][C:2]1[C:7](Cl)=[CH:6][C:5]([NH2:9])=[C:4]([N+:10]([O-:12])=[O:11])[CH:3]=1.CN(C=O)C.C([O-])([O-])=O.[K+].[K+].[C:24]1([CH2:30][SH:31])[CH:29]=[CH:28][CH:27]=[CH:26][CH:25]=1. The catalyst is CCOC(C)=O. The product is [CH2:30]([S:31][C:7]1[C:2]([Cl:1])=[CH:3][C:4]([N+:10]([O-:12])=[O:11])=[C:5]([NH2:9])[CH:6]=1)[C:24]1[CH:29]=[CH:28][CH:27]=[CH:26][CH:25]=1. The yield is 0.560. (6) The reactants are [C:1]([CH:3]=[C:4]1[CH2:7][N:6]([C:8](OC(C)(C)C)=O)[CH2:5]1)#[N:2].Cl.O1CCOCC1.[F:22][CH:23]1C(=O)[CH2:27][CH2:26][N:25]([C:30]([O:32][C:33]([CH3:36])([CH3:35])[CH3:34])=[O:31])[CH2:24]1.C(N(CC)CC)C.C(O[BH-](OC(=O)C)OC(=O)C)(=O)C.[Na+]. The catalyst is O1CCCC1.C([O-])(O)=O.[Na+].CCOC(C)=O. The product is [C:1]([CH:3]=[C:4]1[CH2:5][N:6]([C@H:8]2[CH2:27][CH2:26][N:25]([C:30]([O:32][C:33]([CH3:36])([CH3:35])[CH3:34])=[O:31])[CH2:24][C@H:23]2[F:22])[CH2:7]1)#[N:2]. The yield is 0.660. (7) The reactants are [NH:1]1[CH2:6][CH2:5][O:4][CH2:3][CH2:2]1.Cl.C(N=C=NCCCN(C)C)C.[CH3:19][O:20][C:21]1[C:22](=[O:50])[C:23]([CH3:49])=[C:24]([CH2:30][C:31]2[CH:32]=[CH:33][C:34]([O:40][C:41]3[CH:46]=[CH:45][CH:44]=[C:43]([O:47][CH3:48])[CH:42]=3)=[C:35]([CH:39]=2)[C:36](O)=[O:37])[C:25](=[O:29])[C:26]=1[O:27][CH3:28]. The catalyst is C(Cl)Cl. The product is [CH3:19][O:20][C:21]1[C:22](=[O:50])[C:23]([CH3:49])=[C:24]([CH2:30][C:31]2[CH:32]=[CH:33][C:34]([O:40][C:41]3[CH:46]=[CH:45][CH:44]=[C:43]([O:47][CH3:48])[CH:42]=3)=[C:35]([CH:39]=2)[C:36]([N:1]2[CH2:6][CH2:5][O:4][CH2:3][CH2:2]2)=[O:37])[C:25](=[O:29])[C:26]=1[O:27][CH3:28]. The yield is 0.510. (8) The reactants are C[O:2][C:3](=[O:25])[C:4]1[C:5](=[C:10]([NH:14][C:15]2[CH:20]=[CH:19][C:18]([C:21]([CH3:24])([CH3:23])[CH3:22])=[CH:17][CH:16]=2)[CH:11]=[CH:12][CH:13]=1)[C:6]([O:8]C)=[O:7].[OH-].[Na+]. The catalyst is C(O)C. The product is [C:21]([C:18]1[CH:17]=[CH:16][C:15]([NH:14][C:10]2[CH:11]=[CH:12][CH:13]=[C:4]([C:3]([OH:25])=[O:2])[C:5]=2[C:6]([OH:8])=[O:7])=[CH:20][CH:19]=1)([CH3:24])([CH3:22])[CH3:23]. The yield is 0.780.